This data is from Peptide-MHC class II binding affinity with 134,281 pairs from IEDB. The task is: Regression. Given a peptide amino acid sequence and an MHC pseudo amino acid sequence, predict their binding affinity value. This is MHC class II binding data. (1) The peptide sequence is LAARTLLAAADELVG. The MHC is HLA-DQA10102-DQB10602 with pseudo-sequence HLA-DQA10102-DQB10602. The binding affinity (normalized) is 0.772. (2) The peptide sequence is RSIQDNQVAYLIIGIK. The MHC is DRB1_0701 with pseudo-sequence DRB1_0701. The binding affinity (normalized) is 0.533. (3) The peptide sequence is IEAAASAIQGNVTSI. The MHC is DRB1_1201 with pseudo-sequence DRB1_1201. The binding affinity (normalized) is 0.106. (4) The peptide sequence is ARTDLLAFTAFPKQI. The MHC is DRB1_1001 with pseudo-sequence DRB1_1001. The binding affinity (normalized) is 0.438. (5) The peptide sequence is QLIYPLISPSFLVYS. The MHC is DRB1_0405 with pseudo-sequence DRB1_0405. The binding affinity (normalized) is 0.360. (6) The peptide sequence is QQPPFAEQEQPVLPQ. The MHC is HLA-DQA10201-DQB10202 with pseudo-sequence HLA-DQA10201-DQB10202. The binding affinity (normalized) is 0.0570. (7) The peptide sequence is MPVDPDNEAYEMPSE. The MHC is HLA-DQA10501-DQB10201 with pseudo-sequence HLA-DQA10501-DQB10201. The binding affinity (normalized) is 0.312.